From a dataset of NCI-60 drug combinations with 297,098 pairs across 59 cell lines. Regression. Given two drug SMILES strings and cell line genomic features, predict the synergy score measuring deviation from expected non-interaction effect. (1) Drug 1: CCC1=CC2CC(C3=C(CN(C2)C1)C4=CC=CC=C4N3)(C5=C(C=C6C(=C5)C78CCN9C7C(C=CC9)(C(C(C8N6C)(C(=O)OC)O)OC(=O)C)CC)OC)C(=O)OC.C(C(C(=O)O)O)(C(=O)O)O. Drug 2: CN(C)C1=NC(=NC(=N1)N(C)C)N(C)C. Cell line: NCI-H226. Synergy scores: CSS=26.9, Synergy_ZIP=1.66, Synergy_Bliss=2.85, Synergy_Loewe=-41.0, Synergy_HSA=0.891. (2) Drug 1: COC1=CC(=CC(=C1O)OC)C2C3C(COC3=O)C(C4=CC5=C(C=C24)OCO5)OC6C(C(C7C(O6)COC(O7)C8=CC=CS8)O)O. Drug 2: CNC(=O)C1=NC=CC(=C1)OC2=CC=C(C=C2)NC(=O)NC3=CC(=C(C=C3)Cl)C(F)(F)F. Cell line: HL-60(TB). Synergy scores: CSS=65.8, Synergy_ZIP=1.41, Synergy_Bliss=2.03, Synergy_Loewe=-4.24, Synergy_HSA=3.50. (3) Drug 1: CN(C)C1=NC(=NC(=N1)N(C)C)N(C)C. Drug 2: C1C(C(OC1N2C=C(C(=O)NC2=O)F)CO)O. Cell line: SR. Synergy scores: CSS=52.7, Synergy_ZIP=4.57, Synergy_Bliss=-1.87, Synergy_Loewe=-17.0, Synergy_HSA=0.298. (4) Drug 1: C1=CC(=CC=C1CC(C(=O)O)N)N(CCCl)CCCl.Cl. Drug 2: CN1C2=C(C=C(C=C2)N(CCCl)CCCl)N=C1CCCC(=O)O.Cl. Cell line: U251. Synergy scores: CSS=31.0, Synergy_ZIP=-8.82, Synergy_Bliss=-4.63, Synergy_Loewe=-8.83, Synergy_HSA=-3.79. (5) Synergy scores: CSS=20.9, Synergy_ZIP=1.16, Synergy_Bliss=6.40, Synergy_Loewe=-3.30, Synergy_HSA=5.59. Drug 1: CCCS(=O)(=O)NC1=C(C(=C(C=C1)F)C(=O)C2=CNC3=C2C=C(C=N3)C4=CC=C(C=C4)Cl)F. Cell line: NCI/ADR-RES. Drug 2: C1=CC(=CC=C1CCC2=CNC3=C2C(=O)NC(=N3)N)C(=O)NC(CCC(=O)O)C(=O)O.